This data is from Peptide-MHC class I binding affinity with 185,985 pairs from IEDB/IMGT. The task is: Regression. Given a peptide amino acid sequence and an MHC pseudo amino acid sequence, predict their binding affinity value. This is MHC class I binding data. (1) The peptide sequence is GTHKVTVLF. The MHC is HLA-B58:01 with pseudo-sequence HLA-B58:01. The binding affinity (normalized) is 0.638. (2) The peptide sequence is THEGVVCAL. The MHC is HLA-B51:01 with pseudo-sequence HLA-B51:01. The binding affinity (normalized) is 0.213. (3) The MHC is HLA-A23:01 with pseudo-sequence HLA-A23:01. The peptide sequence is CIIGTVSKF. The binding affinity (normalized) is 0.577. (4) The peptide sequence is QRLSATLQRI. The MHC is Mamu-B08 with pseudo-sequence Mamu-B08. The binding affinity (normalized) is 0.450. (5) The peptide sequence is ISPRTLNAW. The MHC is HLA-B57:02 with pseudo-sequence HLA-B57:02. The binding affinity (normalized) is 0.778. (6) The peptide sequence is DVKASMLEK. The MHC is HLA-A03:01 with pseudo-sequence HLA-A03:01. The binding affinity (normalized) is 0.104. (7) The peptide sequence is GFNYPEYNR. The MHC is HLA-A33:01 with pseudo-sequence HLA-A33:01. The binding affinity (normalized) is 0.548. (8) The peptide sequence is LEGSVRVVT. The MHC is HLA-B44:03 with pseudo-sequence HLA-B44:03. The binding affinity (normalized) is 0.363. (9) The peptide sequence is GVFVYGGSK. The MHC is HLA-A03:01 with pseudo-sequence HLA-A03:01. The binding affinity (normalized) is 0.578. (10) The peptide sequence is YIISTHYQF. The MHC is HLA-C15:02 with pseudo-sequence HLA-C15:02. The binding affinity (normalized) is 0.301.